Dataset: Catalyst prediction with 721,799 reactions and 888 catalyst types from USPTO. Task: Predict which catalyst facilitates the given reaction. (1) Reactant: [Cl:1][C:2]1[CH:7]=[CH:6][C:5]([NH:8][C:9](=[O:17])OC2C=CC=CC=2)=[CH:4][C:3]=1[C:18]1[CH:19]=[N:20][CH:21]=[CH:22][CH:23]=1.[CH3:24][O:25][C:26]1[CH:27]=[C:28]2[C:32](=[CH:33][C:34]=1[C:35]([F:38])([F:37])[F:36])[NH:31][CH2:30][CH2:29]2. Product: [Cl:1][C:2]1[CH:7]=[CH:6][C:5]([NH:8][C:9]([N:31]2[C:32]3[C:28](=[CH:27][C:26]([O:25][CH3:24])=[C:34]([C:35]([F:37])([F:38])[F:36])[CH:33]=3)[CH2:29][CH2:30]2)=[O:17])=[CH:4][C:3]=1[C:18]1[CH:19]=[N:20][CH:21]=[CH:22][CH:23]=1. The catalyst class is: 9. (2) Reactant: [C:1]([O:8]C([O-])=O)([O:3][C:4]([CH3:7])([CH3:6])[CH3:5])=O.[NH2:12][CH2:13][CH2:14][C:15]1[CH:23]=[CH:22][C:18]([C:19]([OH:21])=[O:20])=[CH:17][CH:16]=1. Product: [C:4]([O:3][C:1]([NH:12][CH2:13][CH2:14][C:15]1[CH:23]=[CH:22][C:18]([C:19]([OH:21])=[O:20])=[CH:17][CH:16]=1)=[O:8])([CH3:5])([CH3:6])[CH3:7]. The catalyst class is: 758. (3) Reactant: [CH:1]1([CH:6]([C:27]2[CH:32]=[CH:31][C:30]([C:33]([F:36])([F:35])[F:34])=[CH:29][CH:28]=2)[C:7]([NH:9][C:10]2[CH:11]=[C:12]([CH:24]=[CH:25][CH:26]=2)[CH2:13][C:14]2([C:17]([O:19]C(C)(C)C)=[O:18])[CH2:16][CH2:15]2)=[O:8])[CH2:5][CH2:4][CH2:3][CH2:2]1.O.C(O)(C(F)(F)F)=O. Product: [CH:1]1([CH:6]([C:27]2[CH:32]=[CH:31][C:30]([C:33]([F:34])([F:35])[F:36])=[CH:29][CH:28]=2)[C:7]([NH:9][C:10]2[CH:11]=[C:12]([CH:24]=[CH:25][CH:26]=2)[CH2:13][C:14]2([C:17]([OH:19])=[O:18])[CH2:15][CH2:16]2)=[O:8])[CH2:5][CH2:4][CH2:3][CH2:2]1. The catalyst class is: 4. (4) Reactant: [Cl:1][C:2]1[C:3]([N:27]([CH3:31])[CH2:28][CH2:29][CH3:30])=[CH:4][C:5]2[N:11]=[C:10]([C:12]3[CH:17]=[CH:16][CH:15]=[C:14]([N:18]4[C:22]([CH2:23]O)=[CH:21][N:20]=[N:19]4)[CH:13]=3)[CH2:9][C:8](=[O:25])[NH:7][C:6]=2[CH:26]=1.S(Cl)(Cl)=O.[Cl-].[CH3:37][NH2:38]. Product: [Cl:1][C:2]1[C:3]([N:27]([CH3:31])[CH2:28][CH2:29][CH3:30])=[CH:4][C:5]2[N:11]=[C:10]([C:12]3[CH:17]=[CH:16][CH:15]=[C:14]([N:18]4[C:22]([CH2:23][NH:38][CH3:37])=[CH:21][N:20]=[N:19]4)[CH:13]=3)[CH2:9][C:8](=[O:25])[NH:7][C:6]=2[CH:26]=1. The catalyst class is: 139. (5) Reactant: [Br:1][C:2]1[CH:3]=[C:4]([C:9](OC)=[O:10])[CH:5]=[N:6][C:7]=1[CH3:8].CC(C[AlH]CC(C)C)C.C(C(C(C([O-])=O)O)O)([O-])=O. Product: [Br:1][C:2]1[CH:3]=[C:4]([CH2:9][OH:10])[CH:5]=[N:6][C:7]=1[CH3:8]. The catalyst class is: 2. (6) Reactant: [NH2:1][C:2]1[C:11]2[C:6](=[N:7][CH:8]=[CH:9][CH:10]=2)[N:5]([O:12][CH2:13][C:14]2[CH:19]=[CH:18][CH:17]=[CH:16][CH:15]=2)[C:4](=[O:20])[CH:3]=1.N1C=CC=CC=1.[C:27](Cl)(=[O:29])[CH3:28]. Product: [CH2:13]([O:12][N:5]1[C:6]2[C:11](=[CH:10][CH:9]=[CH:8][N:7]=2)[C:2]([NH:1][C:27](=[O:29])[CH3:28])=[CH:3][C:4]1=[O:20])[C:14]1[CH:15]=[CH:16][CH:17]=[CH:18][CH:19]=1. The catalyst class is: 2.